This data is from NCI-60 drug combinations with 297,098 pairs across 59 cell lines. The task is: Regression. Given two drug SMILES strings and cell line genomic features, predict the synergy score measuring deviation from expected non-interaction effect. Drug 1: CCC1=C2CN3C(=CC4=C(C3=O)COC(=O)C4(CC)O)C2=NC5=C1C=C(C=C5)O. Drug 2: CC1CCCC2(C(O2)CC(NC(=O)CC(C(C(=O)C(C1O)C)(C)C)O)C(=CC3=CSC(=N3)C)C)C. Cell line: COLO 205. Synergy scores: CSS=65.0, Synergy_ZIP=-1.33, Synergy_Bliss=-6.41, Synergy_Loewe=-5.33, Synergy_HSA=-4.36.